From a dataset of Reaction yield outcomes from USPTO patents with 853,638 reactions. Predict the reaction yield, written as a fraction of the theoretical maximum amount of product (1.0 means a 100% yield; for example, 0.34 means a 34% yield). (1) The reactants are [Br:1][C:2]1[CH:3]=[C:4]([CH2:13][C@@H:14]([CH2:19][C:20]([O:22][CH3:23])=[O:21])[C:15]([O:17]C)=O)[C:5]([CH2:11]Cl)=[C:6]2[C:10]=1[NH:9][N:8]=[CH:7]2.C(=O)([O-])[O-].[K+].[K+].[NH2:30][CH2:31][CH:32]1[CH2:34][CH2:33]1. The catalyst is C(#N)C. The product is [CH3:23][O:22][C:20](=[O:21])[CH2:19][C@H:14]1[C:15](=[O:17])[N:30]([CH2:31][CH:32]2[CH2:34][CH2:33]2)[CH2:11][C:5]2[C:6]3[CH:7]=[N:8][NH:9][C:10]=3[C:2]([Br:1])=[CH:3][C:4]=2[CH2:13]1. The yield is 0.640. (2) The reactants are [N:1]12[CH2:8][CH2:7][C:4]([C:9]([C:17]3[CH:22]=[CH:21][CH:20]=[CH:19][CH:18]=3)([C:11]3[CH:16]=[CH:15][CH:14]=[CH:13][CH:12]=3)[OH:10])([CH2:5][CH2:6]1)[CH2:3][CH2:2]2.[Br:23][CH2:24][CH2:25][CH2:26]Br. The catalyst is CC#N. The product is [Br-:23].[Br:23][CH2:24][CH2:25][CH2:26][N+:1]12[CH2:6][CH2:5][C:4]([C:9]([OH:10])([C:17]3[CH:22]=[CH:21][CH:20]=[CH:19][CH:18]=3)[C:11]3[CH:12]=[CH:13][CH:14]=[CH:15][CH:16]=3)([CH2:3][CH2:2]1)[CH2:7][CH2:8]2. The yield is 0.431.